From a dataset of Reaction yield outcomes from USPTO patents with 853,638 reactions. Predict the reaction yield, written as a fraction of the theoretical maximum amount of product (1.0 means a 100% yield; for example, 0.34 means a 34% yield). (1) The reactants are [CH3:1][O:2][C:3](=[O:8])/[CH:4]=[CH:5]/[O:6][CH3:7].[CH:9](OC)([O:12][CH3:13])[O:10][CH3:11].[C:16](=O)([O-])[O-:17].[Na+].[Na+]. No catalyst specified. The product is [CH3:1][O:2][C:3](=[O:8])[CH:4]([CH:9]([O:12][CH3:13])[O:10][CH3:11])[CH:5]([O:17][CH3:16])[O:6][CH3:7]. The yield is 0.700. (2) The reactants are [Cl:1][S:2]([N:5]=[C:6]=[O:7])(=[O:4])=[O:3].[NH2:8][C:9]1[CH:14]=[CH:13][C:12]([CH3:15])=[CH:11][CH:10]=1. The catalyst is C(OCC)C. The product is [CH3:15][C:12]1[CH:13]=[CH:14][C:9]([NH:8][C:6](=[O:7])[NH:5][S:2]([Cl:1])(=[O:4])=[O:3])=[CH:10][CH:11]=1. The yield is 0.800. (3) The reactants are Cl[CH2:2][C:3]1[CH:13]=[CH:12][C:6]2[O:7][C:8]([F:11])([F:10])[O:9][C:5]=2[CH:4]=1.[C-:14]#[N:15].[Na+].O.C(OC)(C)(C)C. The catalyst is CS(C)=O. The product is [F:10][C:8]1([F:11])[O:7][C:6]2[CH:12]=[CH:13][C:3]([CH2:2][C:14]#[N:15])=[CH:4][C:5]=2[O:9]1. The yield is 0.950. (4) The reactants are [OH:1][C:2]1[CH:3]=[C:4]2[C:9](=[CH:10][CH:11]=1)[CH:8]([C:12]([O:14][CH2:15][CH3:16])=[O:13])[N:7]([C:17]([O:19][C:20]([CH3:23])([CH3:22])[CH3:21])=[O:18])[CH2:6][CH2:5]2.CCN(C(C)C)C(C)C.C1COCC1.[F:38][C:39]([F:58])([F:57])[S:40](N(C1C=CC=CC=1)[S:40]([C:39]([F:58])([F:57])[F:38])(=[O:42])=[O:41])(=[O:42])=[O:41]. The catalyst is CN(C1C=CN=CC=1)C.C(OCC)(=O)C.CCCCCC.C(OCC)(=O)C. The product is [F:38][C:39]([F:58])([F:57])[S:40]([O:1][C:2]1[CH:3]=[C:4]2[C:9](=[CH:10][CH:11]=1)[CH:8]([C:12]([O:14][CH2:15][CH3:16])=[O:13])[N:7]([C:17]([O:19][C:20]([CH3:22])([CH3:21])[CH3:23])=[O:18])[CH2:6][CH2:5]2)(=[O:42])=[O:41]. The yield is 1.05. (5) The reactants are [CH2:1]([CH2:3][NH2:4])[OH:2].C(OC([N:12]1[CH2:17][CH2:16][N:15]([S:18]([C:21]2[CH:26]=[CH:25][C:24]([Br:27])=[CH:23][C:22]=2F)(=[O:20])=[O:19])[CH2:14][CH2:13]1)=O)(C)(C)C. The catalyst is O. The product is [Br:27][C:24]1[CH:25]=[CH:26][C:21]([S:18]([N:15]2[CH2:16][CH2:17][NH:12][CH2:13][CH2:14]2)(=[O:20])=[O:19])=[C:22]([NH:4][CH2:3][CH2:1][OH:2])[CH:23]=1. The yield is 0.780. (6) The reactants are [Cl:1][C:2]1[CH:3]=[CH:4][C:5]([NH:8][C:9]([C:11]2[CH:16]=[C:15]([O:17]C)[CH:14]=[CH:13][C:12]=2[NH:19][C:20]([C:22]2[CH:27]=[CH:26][C:25]([C:28]#[N:29])=[CH:24][CH:23]=2)=[O:21])=[O:10])=[N:6][CH:7]=1.B(Br)(Br)Br. The catalyst is C(Cl)Cl. The product is [Cl:1][C:2]1[CH:3]=[CH:4][C:5]([NH:8][C:9]([C:11]2[C:12]([NH:19][C:20]([C:22]3[CH:27]=[CH:26][C:25]([C:28]#[N:29])=[CH:24][CH:23]=3)=[O:21])=[CH:13][CH:14]=[C:15]([OH:17])[CH:16]=2)=[O:10])=[N:6][CH:7]=1. The yield is 0.900. (7) The reactants are C1(C(C2C=CC=CC=2)=[N:8][C:9]2[CH:14]=[CH:13][C:12]([N:15]3[C:19]([C:20]4[CH:25]=[CH:24][C:23]([O:26][CH3:27])=[C:22]([O:28][C@@H:29]5[CH2:33][CH2:32][O:31][CH2:30]5)[CH:21]=4)=[CH:18][CH:17]=[N:16]3)=[CH:11][CH:10]=2)C=CC=CC=1.O1CCCC1.Cl.[OH-].[Na+]. The catalyst is O.C(OCC)(=O)C. The product is [CH3:27][O:26][C:23]1[CH:24]=[CH:25][C:20]([C:19]2[N:15]([C:12]3[CH:11]=[CH:10][C:9]([NH2:8])=[CH:14][CH:13]=3)[N:16]=[CH:17][CH:18]=2)=[CH:21][C:22]=1[O:28][C@@H:29]1[CH2:33][CH2:32][O:31][CH2:30]1. The yield is 0.790. (8) The reactants are C(OC([N:8]1[CH2:13][CH2:12][C:11]2[N:14]([CH3:42])[C:15]([C:17]3[CH:22]=[CH:21][N:20]=[C:19]([NH:23][C:24]4[CH:29]=[C:28]([N:30]5[CH2:35][CH2:34][N:33]([CH3:36])[CH2:32][CH2:31]5)[CH:27]=[CH:26][C:25]=4[O:37][C:38]([F:41])([F:40])[F:39])[N:18]=3)=[CH:16][C:10]=2[C:9]1=[O:43])=O)(C)(C)C.[ClH:44]. The catalyst is O1CCCC1.O1CCOCC1. The product is [ClH:44].[CH3:42][N:14]1[C:11]2[CH2:12][CH2:13][NH:8][C:9](=[O:43])[C:10]=2[CH:16]=[C:15]1[C:17]1[CH:22]=[CH:21][N:20]=[C:19]([NH:23][C:24]2[CH:29]=[C:28]([N:30]3[CH2:31][CH2:32][N:33]([CH3:36])[CH2:34][CH2:35]3)[CH:27]=[CH:26][C:25]=2[O:37][C:38]([F:40])([F:41])[F:39])[N:18]=1. The yield is 0.980. (9) The reactants are [CH:1]1([CH2:4][C:5]([NH:7][NH:8][C:9]2[C:14]([O:15][CH3:16])=[C:13]([N:17]3[CH2:22][CH2:21][CH:20]([C:23]4[CH:28]=[CH:27][CH:26]=[CH:25][CH:24]=4)[CH2:19][CH2:18]3)[N:12]=[CH:11][N:10]=2)=O)[CH2:3][CH2:2]1.P(Cl)(Cl)(Cl)=O. The catalyst is C(#N)C. The product is [CH:1]1([CH2:4][C:5]2[N:10]3[CH:11]=[N:12][C:13]([N:17]4[CH2:18][CH2:19][CH:20]([C:23]5[CH:24]=[CH:25][CH:26]=[CH:27][CH:28]=5)[CH2:21][CH2:22]4)=[C:14]([O:15][CH3:16])[C:9]3=[N:8][N:7]=2)[CH2:2][CH2:3]1. The yield is 0.0310. (10) The reactants are [F:1][C@@H:2]1[CH2:6][CH2:5][N:4]([C:7]2[CH:14]=[C:13]([N:15]3[CH2:20][CH2:19][O:18][CH2:17][CH2:16]3)[CH:12]=[C:11]([CH3:21])[C:8]=2[C:9]#[N:10])[CH2:3]1.N.S(=O)(=O)(O)[OH:24]. No catalyst specified. The product is [F:1][C@@H:2]1[CH2:6][CH2:5][N:4]([C:7]2[CH:14]=[C:13]([N:15]3[CH2:16][CH2:17][O:18][CH2:19][CH2:20]3)[CH:12]=[C:11]([CH3:21])[C:8]=2[C:9]([NH2:10])=[O:24])[CH2:3]1. The yield is 0.680.